Task: Regression. Given two drug SMILES strings and cell line genomic features, predict the synergy score measuring deviation from expected non-interaction effect.. Dataset: Merck oncology drug combination screen with 23,052 pairs across 39 cell lines (1) Drug 1: CCN(CC)CCNC(=O)c1c(C)[nH]c(C=C2C(=O)Nc3ccc(F)cc32)c1C. Drug 2: CCc1c2c(nc3ccc(O)cc13)-c1cc3c(c(=O)n1C2)COC(=O)C3(O)CC. Cell line: A2058. Synergy scores: synergy=-5.57. (2) Drug 1: CN(Cc1cnc2nc(N)nc(N)c2n1)c1ccc(C(=O)NC(CCC(=O)O)C(=O)O)cc1. Drug 2: CNC(=O)c1cc(Oc2ccc(NC(=O)Nc3ccc(Cl)c(C(F)(F)F)c3)cc2)ccn1. Cell line: DLD1. Synergy scores: synergy=-1.53. (3) Drug 1: CN1C(=O)C=CC2(C)C3CCC4(C)C(NC(=O)OCC(F)(F)F)CCC4C3CCC12. Drug 2: CN(Cc1cnc2nc(N)nc(N)c2n1)c1ccc(C(=O)NC(CCC(=O)O)C(=O)O)cc1. Cell line: A375. Synergy scores: synergy=-4.84. (4) Drug 1: CCC1=CC2CN(C1)Cc1c([nH]c3ccccc13)C(C(=O)OC)(c1cc3c(cc1OC)N(C)C1C(O)(C(=O)OC)C(OC(C)=O)C4(CC)C=CCN5CCC31C54)C2. Drug 2: CC(C)CC(NC(=O)C(Cc1ccccc1)NC(=O)c1cnccn1)B(O)O. Cell line: DLD1. Synergy scores: synergy=0.0475. (5) Drug 1: CCC1(O)CC2CN(CCc3c([nH]c4ccccc34)C(C(=O)OC)(c3cc4c(cc3OC)N(C)C3C(O)(C(=O)OC)C(OC(C)=O)C5(CC)C=CCN6CCC43C65)C2)C1. Drug 2: CS(=O)(=O)CCNCc1ccc(-c2ccc3ncnc(Nc4ccc(OCc5cccc(F)c5)c(Cl)c4)c3c2)o1. Cell line: NCIH520. Synergy scores: synergy=-2.58. (6) Drug 1: COc1cccc2c1C(=O)c1c(O)c3c(c(O)c1C2=O)CC(O)(C(=O)CO)CC3OC1CC(N)C(O)C(C)O1. Drug 2: Cc1nc(Nc2ncc(C(=O)Nc3c(C)cccc3Cl)s2)cc(N2CCN(CCO)CC2)n1. Cell line: SW620. Synergy scores: synergy=36.7. (7) Drug 1: NC(=O)c1cccc2cn(-c3ccc(C4CCCNC4)cc3)nc12. Drug 2: Cn1cc(-c2cnn3c(N)c(Br)c(C4CCCNC4)nc23)cn1. Cell line: HCT116. Synergy scores: synergy=17.4.